From a dataset of Reaction yield outcomes from USPTO patents with 853,638 reactions. Predict the reaction yield, written as a fraction of the theoretical maximum amount of product (1.0 means a 100% yield; for example, 0.34 means a 34% yield). (1) The reactants are [CH3:1][Si:2]([CH3:52])([CH3:51])[CH2:3][CH2:4][O:5][CH2:6][N:7]([CH2:43][O:44][CH2:45][CH2:46][Si:47]([CH3:50])([CH3:49])[CH3:48])[C:8]1[N:13]2[N:14]=[CH:15][C:16]([C:17]3[CH:18]=[N:19][C:20]4[C:25]([CH:26]=3)=[CH:24][C:23]([F:27])=[CH:22][CH:21]=4)=[C:12]2[N:11]=[C:10]([CH2:28][N:29]([C:37]2([CH2:40][OH:41])[CH2:39][CH2:38]2)[C:30](=[O:36])[O:31][C:32]([CH3:35])([CH3:34])[CH3:33])[C:9]=1[Br:42].F[B-](F)(F)F.[CH3:58][O+](C)C. The catalyst is C(Cl)Cl. The product is [CH3:52][Si:2]([CH3:1])([CH3:51])[CH2:3][CH2:4][O:5][CH2:6][N:7]([CH2:43][O:44][CH2:45][CH2:46][Si:47]([CH3:49])([CH3:48])[CH3:50])[C:8]1[N:13]2[N:14]=[CH:15][C:16]([C:17]3[CH:18]=[N:19][C:20]4[C:25]([CH:26]=3)=[CH:24][C:23]([F:27])=[CH:22][CH:21]=4)=[C:12]2[N:11]=[C:10]([CH2:28][N:29]([C:37]2([CH2:40][O:41][CH3:58])[CH2:39][CH2:38]2)[C:30](=[O:36])[O:31][C:32]([CH3:35])([CH3:34])[CH3:33])[C:9]=1[Br:42]. The yield is 0.500. (2) No catalyst specified. The yield is 0.0800. The product is [CH:32]1([NH:37][C:2]2[C:7]([CH:8]=[CH:9][C:10]([NH:12][CH2:13][C:14]3[CH:19]=[C:18]([F:20])[C:17]([NH:21][S:22]([CH3:25])(=[O:24])=[O:23])=[C:16]([C:26]#[CH:27])[CH:15]=3)=[O:11])=[CH:6][CH:5]=[C:4]([C:28]([F:29])([F:30])[F:31])[N:3]=2)[CH2:36][CH2:35][CH2:34][CH2:33]1. The reactants are Cl[C:2]1[C:7]([CH:8]=[CH:9][C:10]([NH:12][CH2:13][C:14]2[CH:19]=[C:18]([F:20])[C:17]([NH:21][S:22]([CH3:25])(=[O:24])=[O:23])=[C:16]([C:26]#[CH:27])[CH:15]=2)=[O:11])=[CH:6][CH:5]=[C:4]([C:28]([F:31])([F:30])[F:29])[N:3]=1.[CH:32]1([NH2:37])[CH2:36][CH2:35][CH2:34][CH2:33]1. (3) The reactants are C(NC(C)C)(C)C.C([Li])CCC.Cl.[Cl:14][C:15]1[CH:20]=[CH:19][N:18]=[CH:17][CH:16]=1.[Cl:21][C:22]1[CH:29]=[CH:28][C:25]([CH:26]=[O:27])=[CH:24][CH:23]=1.[NH4+].[Cl-].C([O-])([O-])=O.[Na+].[Na+]. The catalyst is C1COCC1. The product is [Cl:21][C:22]1[CH:29]=[CH:28][C:25]([CH:26]([C:16]2[CH:17]=[N:18][CH:19]=[CH:20][C:15]=2[Cl:14])[OH:27])=[CH:24][CH:23]=1. The yield is 0.894. (4) The reactants are [Br:1][C:2]1[CH:3]=[C:4]2[C:16](=[CH:17][CH:18]=1)[O:15][C:7]1([CH2:11][CH2:10][CH:9]([CH:12]([CH3:14])[CH3:13])[CH2:8]1)[CH2:6][C:5]2=O.[C:20](=[N:26][Si](C)(C)C)=[N:21][Si](C)(C)C. The catalyst is C(Cl)Cl.Cl[Ti](Cl)(Cl)Cl. The product is [Br:1][C:2]1[CH:3]=[C:4]2[C:16](=[CH:17][CH:18]=1)[O:15][C:7]1([CH2:11][CH2:10][CH:9]([CH:12]([CH3:14])[CH3:13])[CH2:8]1)[CH2:6][C:5]2=[N:26][C:20]#[N:21]. The yield is 0.930.